From a dataset of Forward reaction prediction with 1.9M reactions from USPTO patents (1976-2016). Predict the product of the given reaction. Given the reactants C(=O)(OC(C)(C)C)[O:2][C:3]1[N:7]([C:8]2[CH:13]=[CH:12][CH:11]=[CH:10][N:9]=2)[N:6]=[C:5]([C:14]2[CH:15]=[C:16]([C:20]3[CH:25]=[CH:24][CH:23]=[C:22]([C:26]4[CH:31]=[CH:30][CH:29]=[CH:28][CH:27]=4)[CH:21]=3)[CH:17]=[CH:18][CH:19]=2)[CH:4]=1.C(=O)(OC(C)(C)C)OC1N(C2C=CC=CN=2)N=C(C2C=CC(C3C=CC=CC=3)=CC=2)C=1, predict the reaction product. The product is: [C:26]1([C:22]2[CH:21]=[C:20]([C:16]3[CH:17]=[CH:18][CH:19]=[C:14]([C:5]4[CH:4]=[C:3]([OH:2])[N:7]([C:8]5[CH:13]=[CH:12][CH:11]=[CH:10][N:9]=5)[N:6]=4)[CH:15]=3)[CH:25]=[CH:24][CH:23]=2)[CH:27]=[CH:28][CH:29]=[CH:30][CH:31]=1.